This data is from Forward reaction prediction with 1.9M reactions from USPTO patents (1976-2016). The task is: Predict the product of the given reaction. Given the reactants CN(C)CCC[O:6][S:7]([CH3:10])(=O)=[O:8].[C:12]([O:16][CH2:17][CH3:18])(=[O:15])[CH2:13][OH:14], predict the reaction product. The product is: [CH2:17]([O:16][C:12](=[O:15])[CH2:13][O:14][S:7]([CH3:10])(=[O:8])=[O:6])[CH3:18].